Dataset: Catalyst prediction with 721,799 reactions and 888 catalyst types from USPTO. Task: Predict which catalyst facilitates the given reaction. (1) Reactant: [F:1][C:2]([F:7])([CH2:5][CH3:6])[CH2:3][OH:4].C1C=CC(N([S:15]([C:18]([F:21])([F:20])[F:19])(=[O:17])=[O:16])[S:15]([C:18]([F:21])([F:20])[F:19])(=[O:17])=[O:16])=CC=1.CCN(CC)CC. Product: [F:1][C:2]([F:7])([CH2:5][CH3:6])[CH2:3][O:4][S:15]([C:18]([F:21])([F:20])[F:19])(=[O:17])=[O:16]. The catalyst class is: 2. (2) Reactant: [C:1]([NH:5][C:6]1[CH:7]=[C:8]([CH:13]=[CH:14][N:15]=1)[C:9]([O:11]C)=[O:10])(=[O:4])[CH2:2][CH3:3].[OH-].[Na+]. Product: [C:1]([NH:5][C:6]1[CH:7]=[C:8]([CH:13]=[CH:14][N:15]=1)[C:9]([OH:11])=[O:10])(=[O:4])[CH2:2][CH3:3]. The catalyst class is: 5. (3) Reactant: COC[O:4][C:5]1[CH:6]=[CH:7][C:8]([C:18](=[O:39])[C:19]2[CH:24]=[CH:23][C:22]([O:25][CH2:26][C:27]3[N:28]=[C:29]([C:33]4[CH:38]=[CH:37][CH:36]=[CH:35][CH:34]=4)[O:30][C:31]=3[CH3:32])=[CH:21][CH:20]=2)=[C:9]([CH:17]=1)[O:10][CH2:11][C:12]([O:14]CC)=[O:13].Cl. Product: [OH:4][C:5]1[CH:6]=[CH:7][C:8]([C:18](=[O:39])[C:19]2[CH:24]=[CH:23][C:22]([O:25][CH2:26][C:27]3[N:28]=[C:29]([C:33]4[CH:38]=[CH:37][CH:36]=[CH:35][CH:34]=4)[O:30][C:31]=3[CH3:32])=[CH:21][CH:20]=2)=[C:9]([CH:17]=1)[O:10][CH2:11][C:12]([OH:14])=[O:13]. The catalyst class is: 21.